Dataset: Full USPTO retrosynthesis dataset with 1.9M reactions from patents (1976-2016). Task: Predict the reactants needed to synthesize the given product. (1) Given the product [O:1]1[CH2:2][CH2:3][N:4]([C:7]2[C:8]3[N:9]([C:13]([C:19]4[CH:24]=[CH:23][CH:22]=[CH:21][CH:20]=4)=[C:14]([CH:16]=[O:17])[N:15]=3)[N:10]=[CH:11][CH:12]=2)[CH2:5][CH2:6]1, predict the reactants needed to synthesize it. The reactants are: [O:1]1[CH2:6][CH2:5][N:4]([C:7]2[C:8]3[N:9]([CH:13]=[C:14]([CH:16]=[O:17])[N:15]=3)[N:10]=[CH:11][CH:12]=2)[CH2:3][CH2:2]1.I[C:19]1[CH:24]=[CH:23][CH:22]=[CH:21][CH:20]=1. (2) Given the product [F:34][C:2]([F:1])([F:35])[C:3]1[CH:4]=[C:5]([CH2:13][CH2:14][NH:16][C:17]2[C:18]([C:28]3[CH:29]=[CH:30][CH:31]=[CH:32][CH:33]=3)=[C:19]3[C:24](=[CH:25][CH:26]=2)[N:23]=[C:22]([CH3:27])[CH:21]=[CH:20]3)[CH:6]=[C:7]([C:9]([F:10])([F:11])[F:12])[CH:8]=1, predict the reactants needed to synthesize it. The reactants are: [F:1][C:2]([F:35])([F:34])[C:3]1[CH:4]=[C:5]([CH2:13][C:14]([NH:16][C:17]2[C:18]([C:28]3[CH:33]=[CH:32][CH:31]=[CH:30][CH:29]=3)=[C:19]3[C:24](=[CH:25][CH:26]=2)[N:23]=[C:22]([CH3:27])[CH:21]=[CH:20]3)=O)[CH:6]=[C:7]([C:9]([F:12])([F:11])[F:10])[CH:8]=1. (3) The reactants are: [F:1][C:2]1[CH:33]=[CH:32][C:5]2[C:6]([CH3:31])=[C:7]([CH:9]([CH2:27][CH2:28][CH2:29][CH3:30])[CH2:10][CH2:11][O:12][C:13]3[CH:18]=[CH:17][C:16]([O:19][CH2:20][C:21]([O:23]CC)=[O:22])=[C:15]([CH3:26])[CH:14]=3)[S:8][C:4]=2[CH:3]=1.[OH-].[Na+]. Given the product [F:1][C:2]1[CH:33]=[CH:32][C:5]2[C:6]([CH3:31])=[C:7]([CH:9]([CH2:27][CH2:28][CH2:29][CH3:30])[CH2:10][CH2:11][O:12][C:13]3[CH:18]=[CH:17][C:16]([O:19][CH2:20][C:21]([OH:23])=[O:22])=[C:15]([CH3:26])[CH:14]=3)[S:8][C:4]=2[CH:3]=1, predict the reactants needed to synthesize it. (4) Given the product [Cl:1][C:2]1[N:11]=[C:10]([N:19]2[CH2:20][CH2:21][C@H:17]([NH:16][CH2:14][CH3:15])[CH2:18]2)[C:9]2[C:4](=[CH:5][CH:6]=[CH:7][C:8]=2[CH3:13])[N:3]=1, predict the reactants needed to synthesize it. The reactants are: [Cl:1][C:2]1[N:11]=[C:10](Cl)[C:9]2[C:4](=[CH:5][CH:6]=[CH:7][C:8]=2[CH3:13])[N:3]=1.[CH2:14]([NH:16][C@H:17]1[CH2:21][CH2:20][NH:19][CH2:18]1)[CH3:15]. (5) Given the product [N:1]1[C:2]2[CH:10]=[CH:9][CH:8]=[C:4]([C:5]([OH:7])=[O:6])[C:3]=2[CH:15]=[CH:14][CH:19]=1, predict the reactants needed to synthesize it. The reactants are: [NH2:1][C:2]1[CH:3]=[C:4]([CH:8]=[CH:9][CH:10]=1)[C:5]([OH:7])=[O:6].[N+]([C:14]1[CH:15]=C(S([O-])(=O)=O)C=C[CH:19]=1)([O-])=O.OCC(CO)O.S(=O)(=O)(O)O.[OH-].[NH4+].C. (6) Given the product [NH2:1][C:2]1[S:3][C:4]([C:17]2[CH:22]=[CH:21][CH:20]=[C:19]([F:23])[CH:18]=2)=[C:5]([C:7]([N:9]2[CH2:14][C@H:13]3[C@H:11]([CH2:12]3)[C@H:10]2[CH2:15][NH:16][C:34]([C:33]2[C:27]3[O:26][C:25]([CH3:37])([CH3:24])[CH2:29][C:28]=3[CH:30]=[CH:31][CH:32]=2)=[O:35])=[O:8])[N:6]=1, predict the reactants needed to synthesize it. The reactants are: [NH2:1][C:2]1[S:3][C:4]([C:17]2[CH:22]=[CH:21][CH:20]=[C:19]([F:23])[CH:18]=2)=[C:5]([C:7]([N:9]2[CH2:14][C@H:13]3[C@H:11]([CH2:12]3)[C@H:10]2[CH2:15][NH2:16])=[O:8])[N:6]=1.[CH3:24][C:25]1([CH3:37])[CH2:29][C:28]2[CH:30]=[CH:31][CH:32]=[C:33]([C:34](O)=[O:35])[C:27]=2[O:26]1. (7) Given the product [CH2:7]([C:11]1([CH2:31][CH2:32][CH2:33][CH3:34])[CH2:17][N:16]([C:18]2[CH:19]=[CH:20][C:21]([O:24][CH3:25])=[CH:22][CH:23]=2)[C:15]2[CH:26]=[C:27]([F:30])[CH:28]=[CH:29][C:14]=2[S:3](=[O:5])(=[O:2])[CH2:12]1)[CH2:8][CH2:9][CH3:10], predict the reactants needed to synthesize it. The reactants are: O[O:2][S:3]([O-:5])=O.[K+].[CH2:7]([C:11]1([CH2:31][CH2:32][CH2:33][CH3:34])[CH2:17][N:16]([C:18]2[CH:23]=[CH:22][C:21]([O:24][CH3:25])=[CH:20][CH:19]=2)[C:15]2[CH:26]=[C:27]([F:30])[CH:28]=[CH:29][C:14]=2S[CH2:12]1)[CH2:8][CH2:9][CH3:10].